From a dataset of Full USPTO retrosynthesis dataset with 1.9M reactions from patents (1976-2016). Predict the reactants needed to synthesize the given product. (1) The reactants are: Br[CH2:2][C:3]1[C:8]([CH3:9])=[CH:7][CH:6]=[CH:5][C:4]=1[N:10]1[C:14](=[O:15])[N:13]([CH3:16])[N:12]=[N:11]1.[OH:17][C:18]1[CH:23]=[CH:22][C:21]([C:24](=[O:26])[CH3:25])=[CH:20][C:19]=1[CH3:27].C(=O)([O-])[O-].[K+].[K+]. Given the product [CH3:27][C:19]1[CH:20]=[C:21]([C:24](=[O:26])[CH3:25])[CH:22]=[CH:23][C:18]=1[O:17][CH2:2][C:3]1[C:8]([CH3:9])=[CH:7][CH:6]=[CH:5][C:4]=1[N:10]1[C:14](=[O:15])[N:13]([CH3:16])[N:12]=[N:11]1, predict the reactants needed to synthesize it. (2) Given the product [C:56]([CH2:55][CH2:54][NH:53][C:51]([C@:15]12[CH2:14][CH2:13][C@@H:12]([C:10]([CH2:9][NH:8][CH2:59][CH2:60][N:61]([CH3:63])[CH3:62])=[CH2:11])[C@@H:16]1[C@@H:17]1[C@@:30]([CH3:33])([CH2:31][CH2:32]2)[C@@:29]2([CH3:34])[C@@H:20]([C@:21]3([CH3:50])[C@@H:26]([CH2:27][CH2:28]2)[C:25]([CH3:36])([CH3:35])[C:24]([C:37]2[CH:38]=[CH:39][C:40]([C:43]([OH:45])=[O:44])=[CH:41][CH:42]=2)=[CH:23][CH2:22]3)[CH2:19][CH2:18]1)=[O:52])([OH:58])=[O:57], predict the reactants needed to synthesize it. The reactants are: C(OC([N:8]([CH2:59][CH2:60][N:61]([CH3:63])[CH3:62])[CH2:9][C:10]([C@H:12]1[C@@H:16]2[C@@H:17]3[C@@:30]([CH3:33])([CH2:31][CH2:32][C@@:15]2([C:51]([NH:53][CH2:54][CH2:55][C:56]([OH:58])=[O:57])=[O:52])[CH2:14][CH2:13]1)[C@@:29]1([CH3:34])[C@@H:20]([C@:21]2([CH3:50])[C@@H:26]([CH2:27][CH2:28]1)[C:25]([CH3:36])([CH3:35])[C:24]([C:37]1[CH:42]=[CH:41][C:40]([C:43]([O:45]C(C)(C)C)=[O:44])=[CH:39][CH:38]=1)=[CH:23][CH2:22]2)[CH2:19][CH2:18]3)=[CH2:11])=O)(C)(C)C.C(O)(C(F)(F)F)=O. (3) Given the product [CH3:1][O:2][C:3]1[CH:8]=[C:7]([CH:6]=[CH:5][C:4]=1[S:12]([CH2:15][CH2:16][O:17][CH2:18][CH2:19][O:20][CH2:21][CH2:22][O:23][CH3:24])(=[O:14])=[O:13])[NH2:9], predict the reactants needed to synthesize it. The reactants are: [CH3:1][O:2][C:3]1[CH:8]=[C:7]([N+:9]([O-])=O)[CH:6]=[CH:5][C:4]=1[S:12]([CH2:15][CH2:16][O:17][CH2:18][CH2:19][O:20][CH2:21][CH2:22][O:23][CH3:24])(=[O:14])=[O:13].